This data is from Catalyst prediction with 721,799 reactions and 888 catalyst types from USPTO. The task is: Predict which catalyst facilitates the given reaction. (1) Product: [F:26][C:25]([F:28])([F:27])[S:22]([O:1][C:2]1[CH:3]([C:8]([O:10][CH2:11][CH3:12])=[O:9])[CH2:4][O:5][CH2:6][CH:7]=1)(=[O:24])=[O:23]. The catalyst class is: 7. Reactant: [O:1]=[C:2]1[CH2:7][CH2:6][O:5][CH2:4][CH:3]1[C:8]([O:10][CH2:11][CH3:12])=[O:9].[H-].[Na+].C1C=CC(N([S:22]([C:25]([F:28])([F:27])[F:26])(=[O:24])=[O:23])[S:22]([C:25]([F:28])([F:27])[F:26])(=[O:24])=[O:23])=CC=1. (2) Reactant: C[Si]([Cl:5])(C)C.[CH3:6][O:7][C:8](=[O:61])[C@@H:9]([NH:40][C:41](=[O:60])[C:42]1[CH:47]=[CH:46][C:45]([C:48](=[O:58])[NH:49][CH2:50][C:51]2[CH:56]=[CH:55][CH:54]=[C:53]([OH:57])[CH:52]=2)=[CH:44][C:43]=1[Cl:59])[CH2:10][C:11]1[CH:16]=[CH:15][C:14]([NH:17][C:18](=[O:39])[C:19]2[C:24]([Cl:25])=[CH:23][C:22]([O:26][CH2:27][CH2:28][CH2:29][NH:30]C(OC(C)(C)C)=O)=[CH:21][C:20]=2[Cl:38])=[CH:13][CH:12]=1. Product: [ClH:5].[CH3:6][O:7][C:8](=[O:61])[C@@H:9]([NH:40][C:41](=[O:60])[C:42]1[CH:47]=[CH:46][C:45]([C:48](=[O:58])[NH:49][CH2:50][C:51]2[CH:56]=[CH:55][CH:54]=[C:53]([OH:57])[CH:52]=2)=[CH:44][C:43]=1[Cl:59])[CH2:10][C:11]1[CH:12]=[CH:13][C:14]([NH:17][C:18](=[O:39])[C:19]2[C:24]([Cl:25])=[CH:23][C:22]([O:26][CH2:27][CH2:28][CH2:29][NH2:30])=[CH:21][C:20]=2[Cl:38])=[CH:15][CH:16]=1. The catalyst class is: 5. (3) Reactant: [CH3:1][N:2]([C:14]1[N:23]=[C:22]([NH2:24])[C:21]2[C:16](=[CH:17][C:18]([O:27][CH3:28])=[C:19]([O:25][CH3:26])[CH:20]=2)[N:15]=1)[CH2:3][CH2:4][CH2:5][NH:6][C:7]([CH:9]1[O:13][CH2:12][CH2:11][CH2:10]1)=[O:8].[Cl:29]CCl.Cl. Product: [CH3:1][N:2]([C:14]1[N:23]=[C:22]([NH2:24])[C:21]2[C:16](=[CH:17][C:18]([O:27][CH3:28])=[C:19]([O:25][CH3:26])[CH:20]=2)[N:15]=1)[CH2:3][CH2:4][CH2:5][NH:6][C:7]([CH:9]1[O:13][CH2:12][CH2:11][CH2:10]1)=[O:8].[ClH:29]. The catalyst class is: 32. (4) Reactant: [CH3:1][C:2]1([NH:21][C:22]2[CH:27]=[CH:26][C:25]([C:28]([F:31])([F:30])[F:29])=[CH:24][N:23]=2)[CH2:6][CH2:5][CH2:4][CH:3]1[NH:7]C(=O)O[C@@H]1C[C@H](C)CC[C@H]1C(C)C.Br. Product: [CH3:1][C:2]1([NH:21][C:22]2[CH:27]=[CH:26][C:25]([C:28]([F:31])([F:29])[F:30])=[CH:24][N:23]=2)[CH2:6][CH2:5][CH2:4][CH:3]1[NH2:7]. The catalyst class is: 15. (5) Reactant: [C:1]([O:5][C:6]([N:8]1[CH2:13][CH2:12][CH2:11][CH2:10][C@@H:9]1[C:14](O)=[O:15])=[O:7])([CH3:4])([CH3:3])[CH3:2].S(C)C. Product: [C:1]([O:5][C:6]([N:8]1[CH2:13][CH2:12][CH2:11][CH2:10][C@@H:9]1[CH2:14][OH:15])=[O:7])([CH3:4])([CH3:3])[CH3:2]. The catalyst class is: 1. (6) Reactant: S(Cl)(Cl)=O.[NH2:5][C@@H:6]([CH2:10][C:11]#[CH:12])[C:7]([OH:9])=[O:8].[O:13](C(OC(C)(C)C)=O)[C:14]([O:16][C:17]([CH3:20])([CH3:19])[CH3:18])=O.[C:28]([O-])(O)=O.[Na+]. Product: [CH3:18][C:17]([O:16][C:14]([NH:5][C@@H:6]([CH2:10][C:11]#[CH:12])[C:7]([O:9][CH3:28])=[O:8])=[O:13])([CH3:20])[CH3:19]. The catalyst class is: 125.